Dataset: Forward reaction prediction with 1.9M reactions from USPTO patents (1976-2016). Task: Predict the product of the given reaction. (1) The product is: [CH:15]([N:18]([C:8]([C@H:5]1[CH2:4][CH2:3][C@H:2]([CH3:1])[CH2:7][CH2:6]1)=[O:10])[C:19]1[S:23][C:22]([CH:24]2[CH2:25][CH2:26][N:27]([C:30]([O:32][C:33]([CH3:34])([CH3:36])[CH3:35])=[O:31])[CH2:28][CH2:29]2)=[CH:21][C:20]=1[C:37]([O:39][CH3:40])=[O:38])([CH3:17])[CH3:16]. Given the reactants [CH3:1][C@H:2]1[CH2:7][CH2:6][C@H:5]([C:8]([OH:10])=O)[CH2:4][CH2:3]1.S(Cl)(Cl)=O.[CH:15]([NH:18][C:19]1[S:23][C:22]([CH:24]2[CH2:29][CH2:28][N:27]([C:30]([O:32][C:33]([CH3:36])([CH3:35])[CH3:34])=[O:31])[CH2:26][CH2:25]2)=[CH:21][C:20]=1[C:37]([O:39][CH3:40])=[O:38])([CH3:17])[CH3:16].C[C@H]1CC[C@H](C(Cl)=O)CC1, predict the reaction product. (2) The product is: [Br:1][C:2]1[CH:3]=[C:4]2[C:9](=[CH:10][CH:11]=1)[N:8]=[CH:7][C:6]([S:12]([CH3:15])(=[O:14])=[O:13])=[C:5]2[NH:27][C:24]1[CH:23]=[CH:22][C:21]([CH2:20][N:18]([CH3:19])[CH3:17])=[CH:26][CH:25]=1. Given the reactants [Br:1][C:2]1[CH:3]=[C:4]2[C:9](=[CH:10][CH:11]=1)[N:8]=[CH:7][C:6]([S:12]([CH3:15])(=[O:14])=[O:13])=[C:5]2Cl.[CH3:17][N:18]([CH2:20][CH:21]1[CH2:26][CH2:25][CH:24]([NH2:27])[CH2:23][CH2:22]1)[CH3:19].C(N(CC)C(C)C)(C)C, predict the reaction product.